From a dataset of Reaction yield outcomes from USPTO patents with 853,638 reactions. Predict the reaction yield, written as a fraction of the theoretical maximum amount of product (1.0 means a 100% yield; for example, 0.34 means a 34% yield). The reactants are Cl.[CH3:2][C:3]1[C:11]([C:12](=[S:14])[NH2:13])=[C:6]2[CH:7]=[CH:8][CH:9]=[CH:10][N:5]2[N:4]=1.Cl[CH:16]([C:22]([C:24]1[CH:29]=[CH:28][CH:27]=[CH:26][C:25]=1[O:30][CH3:31])=O)[C:17]([O:19][CH2:20][CH3:21])=[O:18]. The catalyst is CC(O)C. The product is [CH3:31][O:30][C:25]1[CH:26]=[CH:27][CH:28]=[CH:29][C:24]=1[C:22]1[N:13]=[C:12]([C:11]2[C:3]([CH3:2])=[N:4][N:5]3[CH:10]=[CH:9][CH:8]=[CH:7][C:6]=23)[S:14][C:16]=1[C:17]([O:19][CH2:20][CH3:21])=[O:18]. The yield is 0.710.